Dataset: Full USPTO retrosynthesis dataset with 1.9M reactions from patents (1976-2016). Task: Predict the reactants needed to synthesize the given product. Given the product [CH2:14]([O:18][C:19]1[CH:24]=[CH:23][C:22]([S:25]([N:3]2[CH2:2][CH2:1][CH:5]([OH:6])[CH2:4]2)(=[O:27])=[O:26])=[CH:21][CH:20]=1)[CH2:15][CH2:16][CH3:17], predict the reactants needed to synthesize it. The reactants are: [CH2:1]1[CH:5]([OH:6])[CH2:4][NH:3][CH2:2]1.C(N(CC)CC)C.[CH2:14]([O:18][C:19]1[CH:24]=[CH:23][C:22]([S:25](Cl)(=[O:27])=[O:26])=[CH:21][CH:20]=1)[CH2:15][CH2:16][CH3:17].C(=O)([O-])[O-].[Na+].[Na+].